Regression. Given a peptide amino acid sequence and an MHC pseudo amino acid sequence, predict their binding affinity value. This is MHC class II binding data. From a dataset of Peptide-MHC class II binding affinity with 134,281 pairs from IEDB. (1) The peptide sequence is VIPEGWKADTCYESK. The MHC is DRB1_0405 with pseudo-sequence DRB1_0405. The binding affinity (normalized) is 0.196. (2) The peptide sequence is SGFIGFCKSMGSKCV. The MHC is DRB1_0404 with pseudo-sequence DRB1_0404. The binding affinity (normalized) is 0.802. (3) The peptide sequence is VLAKSPDTTCSEIEE. The MHC is HLA-DQA10501-DQB10201 with pseudo-sequence HLA-DQA10501-DQB10201. The binding affinity (normalized) is 0.256. (4) The peptide sequence is IHRIRTLIGQEKYTD. The MHC is DRB4_0103 with pseudo-sequence DRB4_0103. The binding affinity (normalized) is 0.778. (5) The peptide sequence is KPTGAGPKDNGGACG. The MHC is HLA-DPA10201-DPB11401 with pseudo-sequence HLA-DPA10201-DPB11401. The binding affinity (normalized) is 0. (6) The peptide sequence is IKYEVAIFVHGPTTVESH. The MHC is DRB1_0101 with pseudo-sequence DRB1_0101. The binding affinity (normalized) is 0.555.